From a dataset of Forward reaction prediction with 1.9M reactions from USPTO patents (1976-2016). Predict the product of the given reaction. (1) The product is: [C:31]([C:26]1([C:23]2[CH:22]=[CH:21][C:20]([NH:19][C:5](=[O:7])[C:4]3[CH:8]=[CH:9][C:10]([O:11][CH3:12])=[C:2]([OH:1])[CH:3]=3)=[CH:25][CH:24]=2)[CH2:30][CH2:29][CH2:28][CH2:27]1)#[N:32]. Given the reactants [OH:1][C:2]1[CH:3]=[C:4]([CH:8]=[CH:9][C:10]=1[O:11][CH3:12])[C:5]([OH:7])=O.C(Cl)(=O)C(Cl)=O.[NH2:19][C:20]1[CH:25]=[CH:24][C:23]([C:26]2([C:31]#[N:32])[CH2:30][CH2:29][CH2:28][CH2:27]2)=[CH:22][CH:21]=1.C(N(CC)CC)C, predict the reaction product. (2) Given the reactants [Cl:1][C:2]1[CH:7]=[CH:6][CH:5]=[CH:4][C:3]=1[S:8]([N:11]1[CH2:16][CH2:15][CH2:14][C@@H:13]([C:17]([OH:19])=O)[CH2:12]1)(=[O:10])=[O:9].Cl.[CH:21]12[NH:27][CH:24]([CH2:25][CH2:26]1)[CH2:23][CH2:22]2, predict the reaction product. The product is: [CH:24]12[N:27]([C:17]([C@H:13]3[CH2:14][CH2:15][CH2:16][N:11]([S:8]([C:3]4[CH:4]=[CH:5][CH:6]=[CH:7][C:2]=4[Cl:1])(=[O:9])=[O:10])[CH2:12]3)=[O:19])[CH:21]([CH2:26][CH2:25]1)[CH2:22][CH2:23]2.